From a dataset of Catalyst prediction with 721,799 reactions and 888 catalyst types from USPTO. Predict which catalyst facilitates the given reaction. (1) Product: [OH:17][CH2:16][CH2:15][CH2:14][CH2:13][CH2:12][CH2:11][CH2:10][CH2:9][CH2:8][CH2:7][CH2:6][CH2:5][CH2:4][CH2:3][CH2:2][C:31]1[C:32]([CH3:36])([CH3:35])[CH2:33][CH2:34][C:29](=[O:28])[C:30]=1[CH3:38]. Reactant: Br[CH2:2][CH2:3][CH2:4][CH2:5][CH2:6][CH2:7][CH2:8][CH2:9][CH2:10][CH2:11][CH2:12][CH2:13][CH2:14][CH2:15][CH2:16][O:17][Si](C(C)(C)C)(C)C.[Mg].C([O:28][C:29]1[CH2:34][CH2:33][C:32]([CH3:36])([CH3:35])[C:31](=O)[C:30]=1[CH3:38])C.Cl.C(=O)([O-])O.[Na+]. The catalyst class is: 469. (2) Reactant: [Cl:1][C:2]1[CH:7]=[CH:6][C:5]([C:8]2[CH:13]=[N:12][N:11]3[C:14](=[O:17])[NH:15][N:16]=[C:10]3[C:9]=2[C:18]2[CH:23]=[CH:22][C:21]([Cl:24])=[CH:20][CH:19]=2)=[CH:4][CH:3]=1.[CH2:25]([N:32]1[CH2:37][CH2:36][CH:35]([CH2:38]O)[CH2:34][CH2:33]1)[C:26]1[CH:31]=[CH:30][CH:29]=[CH:28][CH:27]=1.C1(P(C2C=CC=CC=2)C2C=CC=CC=2)C=CC=CC=1.N(C(OCC)=O)=NC(OCC)=O. Product: [CH2:25]([N:32]1[CH2:37][CH2:36][CH:35]([CH2:38][N:15]2[C:14](=[O:17])[N:11]3[N:12]=[CH:13][C:8]([C:5]4[CH:6]=[CH:7][C:2]([Cl:1])=[CH:3][CH:4]=4)=[C:9]([C:18]4[CH:23]=[CH:22][C:21]([Cl:24])=[CH:20][CH:19]=4)[C:10]3=[N:16]2)[CH2:34][CH2:33]1)[C:26]1[CH:31]=[CH:30][CH:29]=[CH:28][CH:27]=1. The catalyst class is: 1. (3) Reactant: [CH2:1]([O:4][C:5](=[O:9])[CH2:6][C:7]#[N:8])[CH:2]=[CH2:3].[H-].[Na+].[CH2:12]([N:14]=[C:15]=[S:16])[CH3:13].Br[CH2:18][C:19](Cl)=O.C(=O)(O)[O-:23].[Na+]. Product: [CH2:1]([O:4][C:5](=[O:9])[C:6]([C:7]#[N:8])=[C:15]1[N:14]([CH2:18][CH3:19])[C:12](=[O:23])[CH2:13][S:16]1)[CH:2]=[CH2:3]. The catalyst class is: 9. (4) Reactant: C(OC([N:8]([C:24]1[N:25]([CH2:38][CH2:39][CH3:40])[N:26]=[C:27]2[C:36]=1[C:35]1[CH:34]=[CH:33][CH:32]=[CH:31][C:30]=1[N:29]=[C:28]2[Cl:37])CCC1CCN(C(OC(C)(C)C)=O)CC1)=O)(C)(C)C.[ClH:41].[NH3:42]. Product: [ClH:37].[ClH:41].[NH:42]1[CH2:33][CH2:34][CH:35]([CH2:36][CH2:24][NH:8][C:28]2[C:27]3=[N:26][N:25]([CH2:38][CH2:39][CH3:40])[C:24]([NH2:8])=[C:36]3[C:35]3[CH:34]=[CH:33][CH:32]=[CH:31][C:30]=3[N:29]=2)[CH2:30][CH2:31]1. The catalyst class is: 645. (5) Reactant: [Cl:1][C:2]1[C:3](=[O:29])[N:4]([C:18]2[CH:23]=[C:22]([C:24](=O)[C:25]#[CH:26])[CH:21]=[CH:20][C:19]=2[CH3:28])[C:5]([CH3:17])=[N:6][C:7]=1[O:8][CH2:9][C:10]1[CH:15]=[CH:14][CH:13]=[C:12]([CH3:16])[N:11]=1.Cl.[OH:31][C:32]([CH3:37])([CH3:36])[C:33]([NH2:35])=[NH:34].C(=O)([O-])[O-].[K+].[K+]. Product: [Cl:1][C:2]1[C:3](=[O:29])[N:4]([C:18]2[CH:23]=[C:22]([C:24]3[CH:25]=[CH:26][N:35]=[C:33]([C:32]([OH:31])([CH3:37])[CH3:36])[N:34]=3)[CH:21]=[CH:20][C:19]=2[CH3:28])[C:5]([CH3:17])=[N:6][C:7]=1[O:8][CH2:9][C:10]1[CH:15]=[CH:14][CH:13]=[C:12]([CH3:16])[N:11]=1. The catalyst class is: 10. (6) Reactant: [CH2:1]([O:5][C:6]1[CH:11]=[CH:10][CH:9]=[CH:8][CH:7]=1)[C:2]#[C:3][CH3:4].[Cl:12][S:13](O)(=[O:15])=[O:14].C(Cl)(=O)C(Cl)=O. Product: [CH2:1]([O:5][C:6]1[CH:11]=[CH:10][C:9]([S:13]([Cl:12])(=[O:15])=[O:14])=[CH:8][CH:7]=1)[C:2]#[C:3][CH3:4]. The catalyst class is: 665. (7) Reactant: C(OC(=O)[NH:7][C@H:8]1[CH2:13][CH2:12][C@H:11]([O:14][C:15]2[C:30]3[CH2:29][CH:28]=[CH:27][CH2:26][CH2:25][C:24]4[CH:31]=[C:32]([CH3:37])[N:33]=[C:34]([O:35]C)[C:23]=4[CH2:22][NH:21][C:20](=[O:38])[C:19]=3[CH:18]=[C:17]([Cl:39])[CH:16]=2)[CH2:10][CH2:9]1)(C)(C)C.Cl. Product: [ClH:39].[NH2:7][C@H:8]1[CH2:13][CH2:12][C@H:11]([O:14][C:15]2[C:30]3[CH2:29][CH:28]=[CH:27][CH2:26][CH2:25][C:24]4[CH:31]=[C:32]([CH3:37])[NH:33][C:34](=[O:35])[C:23]=4[CH2:22][NH:21][C:20](=[O:38])[C:19]=3[CH:18]=[C:17]([Cl:39])[CH:16]=2)[CH2:10][CH2:9]1. The catalyst class is: 12. (8) Reactant: [NH:1]1[CH2:6][CH2:5][CH:4]([C:7]([O:9][CH2:10][CH3:11])=[O:8])[CH2:3][CH2:2]1.Cl[CH2:13][C:14]1[CH:19]=[CH:18][N:17]=[C:16]([C:20]2[CH:25]=[C:24]([O:26][CH3:27])[C:23]([O:28][CH3:29])=[C:22]([O:30][CH3:31])[CH:21]=2)[CH:15]=1.C(=O)([O-])[O-].[K+].[K+]. Product: [CH3:27][O:26][C:24]1[CH:25]=[C:20]([C:16]2[CH:15]=[C:14]([CH2:13][N:1]3[CH2:6][CH2:5][CH:4]([C:7]([O:9][CH2:10][CH3:11])=[O:8])[CH2:3][CH2:2]3)[CH:19]=[CH:18][N:17]=2)[CH:21]=[C:22]([O:30][CH3:31])[C:23]=1[O:28][CH3:29]. The catalyst class is: 10. (9) Reactant: [CH3:1][N:2]1[C@@H:12]2[CH2:13][C:14]3[CH:19]=[CH:18][C:17]([OH:20])=[C:16]4[O:21][C@H:6]5[C:7]([CH2:9][CH2:10][C@:11]2([O:22][CH3:23])[C@:5]5([C:15]=34)[CH2:4][CH2:3]1)=[O:8].[CH2:24]([I:27])[CH:25]=[CH2:26]. Product: [I-:27].[CH2:24]([N@+:2]1([CH3:1])[CH2:3][CH2:4][C@:5]23[C:15]4[C:16]5[O:21][C@H:6]2[C:7](=[O:8])[CH2:9][CH2:10][C@@:11]3([O:22][CH3:23])[C@H:12]1[CH2:13][C:14]=4[CH:19]=[CH:18][C:17]=5[OH:20])[CH:25]=[CH2:26]. The catalyst class is: 9.